From a dataset of Reaction yield outcomes from USPTO patents with 853,638 reactions. Predict the reaction yield, written as a fraction of the theoretical maximum amount of product (1.0 means a 100% yield; for example, 0.34 means a 34% yield). (1) The reactants are [CH2:1]([O:3][C:4]([C:6]1[C:15](=[O:16])[N:14]2[C:9]([C:10]([CH3:18])=[C:11](Cl)[CH:12]=[CH:13]2)=[C:8]([CH:19]2[CH2:21][CH2:20]2)[CH:7]=1)=[O:5])[CH3:2].[OH:22][C:23]1[CH:28]=[CH:27][C:26](B(O)OC)=[CH:25][CH:24]=1.[C:33]([O-])([O-])=O.[Na+].[Na+]. The catalyst is C1COCC1.Cl[Pd](Cl)([P](C1C=CC=CC=1)(C1C=CC=CC=1)C1C=CC=CC=1)[P](C1C=CC=CC=1)(C1C=CC=CC=1)C1C=CC=CC=1. The product is [CH2:1]([O:3][C:4]([C:6]1[C:15](=[O:16])[N:14]2[C:9]([C:10]([CH3:18])=[C:11]([C:26]3[CH:27]=[CH:28][C:23]([OH:22])=[CH:24][C:25]=3[CH3:33])[CH:12]=[CH:13]2)=[C:8]([CH:19]2[CH2:21][CH2:20]2)[CH:7]=1)=[O:5])[CH3:2]. The yield is 0.400. (2) The reactants are C1(N(Cl)C(=O)N(Cl)C(=O)N1Cl)=O.[Si:13]([O:20][CH2:21][C@@H:22]1[CH2:26][C@@H:25]([OH:27])[CH2:24][N:23]1[C:28]([C:30]1[CH:35]=[C:34]([O:36][CH3:37])[C:33]([O:38][Si:39]([CH:46]([CH3:48])[CH3:47])([CH:43]([CH3:45])[CH3:44])[CH:40]([CH3:42])[CH3:41])=[CH:32][C:31]=1[N+:49]([O-:51])=[O:50])=[O:29])([C:16]([CH3:19])([CH3:18])[CH3:17])([CH3:15])[CH3:14].CC1(C)N([O])C(C)(C)CCC1.C(OCC)(=O)C.CCCCCC. The product is [Si:13]([O:20][CH2:21][C@H:22]1[N:23]([C:28](=[O:29])[C:30]2[CH:35]=[C:34]([O:36][CH3:37])[C:33]([O:38][Si:39]([CH:40]([CH3:41])[CH3:42])([CH:43]([CH3:44])[CH3:45])[CH:46]([CH3:48])[CH3:47])=[CH:32][C:31]=2[N+:49]([O-:51])=[O:50])[CH2:24][C:25](=[O:27])[CH2:26]1)([C:16]([CH3:17])([CH3:18])[CH3:19])([CH3:14])[CH3:15]. The yield is 1.00. The catalyst is ClCCl. (3) The reactants are C(O[C:5](=[O:7])[CH3:6])(=O)C.[NH2:8][C:9]1[CH:14]=[CH:13][C:12]([CH2:15][CH2:16][S:17]([N:20]2[CH2:36][CH2:35][C:23]3([N:27]=[C:26]([CH:28]4[CH2:33][CH2:32][CH2:31][CH2:30][CH2:29]4)[NH:25][C:24]3=[O:34])[CH2:22][CH2:21]2)(=[O:19])=[O:18])=[CH:11][CH:10]=1.C(N(CC)CC)C. The catalyst is C(Cl)Cl. The product is [CH:28]1([C:26]2[NH:25][C:24](=[O:34])[C:23]3([CH2:22][CH2:21][N:20]([S:17]([CH2:16][CH2:15][C:12]4[CH:13]=[CH:14][C:9]([NH:8][C:5](=[O:7])[CH3:6])=[CH:10][CH:11]=4)(=[O:18])=[O:19])[CH2:36][CH2:35]3)[N:27]=2)[CH2:33][CH2:32][CH2:31][CH2:30][CH2:29]1. The yield is 0.543. (4) The reactants are I.[F:2][C:3]1[CH:8]=[CH:7][C:6]([F:9])=[CH:5][C:4]=1[C:10](SC)=[NH:11].N[C:15]1[C:20]([OH:21])=[CH:19][C:18]([O:22][CH3:23])=[CH:17][C:16]=1[OH:24]. The catalyst is C(O)C. The product is [F:2][C:3]1[CH:8]=[CH:7][C:6]([F:9])=[CH:5][C:4]=1[C:10]1[O:21][C:20]2[C:15](=[C:16]([OH:24])[CH:17]=[C:18]([O:22][CH3:23])[CH:19]=2)[N:11]=1. The yield is 0.340.